Dataset: Full USPTO retrosynthesis dataset with 1.9M reactions from patents (1976-2016). Task: Predict the reactants needed to synthesize the given product. (1) Given the product [C:1]([C:5]1[CH:12]=[CH:11][C:8]([CH2:9][O:49][C:44]2[CH:45]=[CH:46][CH:47]=[CH:48][C:43]=2/[CH:42]=[CH:41]/[CH:29]([CH2:28][CH2:27][C:24]2[CH:25]=[CH:26][C:21]([C:19]#[N:20])=[CH:22][CH:23]=2)[CH2:30][C:31]2[CH:40]=[CH:39][C:34]([C:35]([O:37][CH3:38])=[O:36])=[CH:33][CH:32]=2)=[CH:7][CH:6]=1)([CH3:4])([CH3:3])[CH3:2], predict the reactants needed to synthesize it. The reactants are: [C:1]([C:5]1[CH:12]=[CH:11][C:8]([CH2:9]Br)=[CH:7][CH:6]=1)([CH3:4])([CH3:3])[CH3:2].C(=O)([O-])[O-].[K+].[K+].[C:19]([C:21]1[CH:26]=[CH:25][C:24]([CH2:27][CH2:28][CH:29](/[CH:41]=[CH:42]/[C:43]2[CH:48]=[CH:47][CH:46]=[CH:45][C:44]=2[OH:49])[CH2:30][C:31]2[CH:40]=[CH:39][C:34]([C:35]([O:37][CH3:38])=[O:36])=[CH:33][CH:32]=2)=[CH:23][CH:22]=1)#[N:20]. (2) Given the product [CH2:21]([O:8][C:7](=[O:9])[CH2:6][CH:5]([S:4][C:1](=[O:3])[CH3:2])[CH2:10][C:11]1[CH:12]=[CH:13][CH:14]=[CH:15][CH:16]=1)[C:22]1[CH:27]=[CH:26][CH:25]=[CH:24][CH:23]=1, predict the reactants needed to synthesize it. The reactants are: [C:1]([S:4][CH:5]([CH2:10][C:11]1[CH:16]=[CH:15][CH:14]=[CH:13][CH:12]=1)[CH2:6][C:7]([OH:9])=[O:8])(=[O:3])[CH3:2].C(Cl)CCl.[CH2:21](O)[C:22]1[CH:27]=[CH:26][CH:25]=[CH:24][CH:23]=1.